This data is from Forward reaction prediction with 1.9M reactions from USPTO patents (1976-2016). The task is: Predict the product of the given reaction. (1) Given the reactants [Br:1]Br.[Cl:3][C:4]1[CH:9]=[CH:8][C:7]([C:10](=[O:20])[CH2:11][C:12]2[CH:17]=[CH:16][C:15]([Cl:18])=[CH:14][C:13]=2[Cl:19])=[CH:6][CH:5]=1, predict the reaction product. The product is: [CH3:6][CH2:5][CH2:4][CH2:9][CH3:8].[Br:1][CH:11]([C:12]1[CH:17]=[CH:16][C:15]([Cl:18])=[CH:14][C:13]=1[Cl:19])[C:10]([C:7]1[CH:8]=[CH:9][C:4]([Cl:3])=[CH:5][CH:6]=1)=[O:20]. (2) Given the reactants [C:1]([C:3]1[C:4]([N:22]2[CH2:27][CH2:26][CH:25]([C:28]([OH:30])=O)[CH2:24][CH2:23]2)=[N:5][C:6]([CH2:15][N:16]2[CH2:20][CH2:19][CH2:18][C:17]2=[O:21])=[C:7]([C:9](=[O:14])[CH2:10][CH2:11][CH2:12][CH3:13])[CH:8]=1)#[N:2].[CH:31]1([CH2:36][S:37]([NH2:40])(=[O:39])=[O:38])[CH2:35][CH2:34][CH2:33][CH2:32]1, predict the reaction product. The product is: [C:1]([C:3]1[C:4]([N:22]2[CH2:27][CH2:26][CH:25]([C:28]([NH:40][S:37]([CH2:36][CH:31]3[CH2:35][CH2:34][CH2:33][CH2:32]3)(=[O:39])=[O:38])=[O:30])[CH2:24][CH2:23]2)=[N:5][C:6]([CH2:15][N:16]2[CH2:20][CH2:19][CH2:18][C:17]2=[O:21])=[C:7]([C:9](=[O:14])[CH2:10][CH2:11][CH2:12][CH3:13])[CH:8]=1)#[N:2].